This data is from Peptide-MHC class I binding affinity with 185,985 pairs from IEDB/IMGT. The task is: Regression. Given a peptide amino acid sequence and an MHC pseudo amino acid sequence, predict their binding affinity value. This is MHC class I binding data. (1) The peptide sequence is GRRATAILR. The MHC is HLA-B46:01 with pseudo-sequence HLA-B46:01. The binding affinity (normalized) is 0.0847. (2) The peptide sequence is LMTLDDLAIK. The MHC is HLA-A31:01 with pseudo-sequence HLA-A31:01. The binding affinity (normalized) is 0.0189. (3) The peptide sequence is FLGPLLVLQA. The MHC is HLA-A02:06 with pseudo-sequence HLA-A02:06. The binding affinity (normalized) is 0.333. (4) The peptide sequence is VVPYEPPEV. The MHC is HLA-A02:11 with pseudo-sequence HLA-A02:11. The binding affinity (normalized) is 0.787. (5) The peptide sequence is EEMATKADY. The MHC is HLA-A03:01 with pseudo-sequence HLA-A03:01. The binding affinity (normalized) is 0.0847.